From a dataset of Peptide-MHC class II binding affinity with 134,281 pairs from IEDB. Regression. Given a peptide amino acid sequence and an MHC pseudo amino acid sequence, predict their binding affinity value. This is MHC class II binding data. (1) The peptide sequence is WKVRLLPVPPTVTVF. The MHC is DRB1_1602 with pseudo-sequence DRB1_1602. The binding affinity (normalized) is 0.420. (2) The peptide sequence is GELQIVDKIDAAFCI. The MHC is DRB1_0101 with pseudo-sequence DRB1_0101. The binding affinity (normalized) is 0.387. (3) The peptide sequence is HQAISPRTLNSPAIF. The MHC is DRB1_0301 with pseudo-sequence DRB1_0301. The binding affinity (normalized) is 0. (4) The peptide sequence is GELQIVDKIDAAQKI. The MHC is DRB1_1101 with pseudo-sequence DRB1_1101. The binding affinity (normalized) is 0.719. (5) The peptide sequence is SGVLLNHFGLVEARY. The MHC is HLA-DPA10103-DPB10401 with pseudo-sequence HLA-DPA10103-DPB10401. The binding affinity (normalized) is 0.486. (6) The peptide sequence is SGTNNKTMAVCTNAK. The MHC is DRB1_1101 with pseudo-sequence DRB1_1101. The binding affinity (normalized) is 0.238.